Dataset: Forward reaction prediction with 1.9M reactions from USPTO patents (1976-2016). Task: Predict the product of the given reaction. (1) Given the reactants [NH2:1][C:2]1[CH:10]=[C:9]([N:11]2[CH2:16][CH2:15][O:14][CH2:13][CH2:12]2)[CH:8]=[CH:7][C:3]=1[C:4]([OH:6])=O.C(O)(=O)C.[CH:21](N)=[NH:22], predict the reaction product. The product is: [N:11]1([C:9]2[CH:10]=[C:2]3[C:3]([C:4](=[O:6])[NH:22][CH:21]=[N:1]3)=[CH:7][CH:8]=2)[CH2:16][CH2:15][O:14][CH2:13][CH2:12]1. (2) The product is: [CH3:1][O:2][C:3](=[O:23])[CH2:4][C@H:5]1[CH2:6][CH2:7][C@H:8]([C:11]2[CH:12]=[CH:13][C:14]([NH:17][C:18](=[O:22])[CH2:19][CH2:20][NH:21][C:46]([C:44]3[C:43]([C:49]([F:52])([F:51])[F:50])=[N:42][N:41]([C:36]4[CH:37]=[CH:38][CH:39]=[CH:40][C:35]=4[CH3:53])[CH:45]=3)=[O:47])=[CH:15][CH:16]=2)[CH2:9][CH2:10]1. Given the reactants [CH3:1][O:2][C:3](=[O:23])[CH2:4][C@H:5]1[CH2:10][CH2:9][C@H:8]([C:11]2[CH:16]=[CH:15][C:14]([NH:17][C:18](=[O:22])[CH2:19][CH2:20][NH2:21])=[CH:13][CH:12]=2)[CH2:7][CH2:6]1.CCN=C=NCCCN(C)C.[C:35]1([CH3:53])[CH:40]=[CH:39][CH:38]=[CH:37][C:36]=1[N:41]1[CH:45]=[C:44]([C:46](O)=[O:47])[C:43]([C:49]([F:52])([F:51])[F:50])=[N:42]1.C1C=CC2N(O)N=NC=2C=1.C(N(C(C)C)C(C)C)C, predict the reaction product. (3) Given the reactants [C:1]([C:3]1[CH:28]=[CH:27][C:6]([O:7][CH2:8][CH:9]([OH:26])[CH2:10][N:11]2[CH2:17][CH:16]3[N:18](C(OC(C)(C)C)=O)[CH:13]([CH2:14][CH2:15]3)[CH2:12]2)=[CH:5][CH:4]=1)#[N:2].Cl.CCOC(C)=O, predict the reaction product. The product is: [NH4+:2].[OH-:7].[CH:16]12[NH:18][CH:13]([CH2:14][CH2:15]1)[CH2:12][N:11]([CH2:10][CH:9]([OH:26])[CH2:8][O:7][C:6]1[CH:5]=[CH:4][C:3]([C:1]#[N:2])=[CH:28][CH:27]=1)[CH2:17]2. (4) Given the reactants [Cl:1][C:2]1[N:7]=[C:6]([C:8]2[CH:13]=[CH:12][CH:11]=[CH:10][CH:9]=2)[N:5]=[C:4]([C:14]([NH:16][C:17]2[CH:22]=[CH:21][CH:20]=[CH:19][C:18]=2[C:23]2[S:24][C:25](C3C=CC=CC=3)=[N:26][N:27]=2)=[O:15])[CH:3]=1.C1(C2SC(C3C=CC=CC=3N)=NN=2)C=CC=CC=1, predict the reaction product. The product is: [S:24]1[CH:25]=[N:26][N:27]=[C:23]1[C:18]1[CH:19]=[CH:20][CH:21]=[CH:22][C:17]=1[NH:16][C:14]([C:4]1[CH:3]=[C:2]([Cl:1])[N:7]=[C:6]([C:8]2[CH:13]=[CH:12][CH:11]=[CH:10][CH:9]=2)[N:5]=1)=[O:15]. (5) Given the reactants C([O:5][C:6]1[C:11]2[N:12]=[C:13]([O:15]C(C)C)[S:14][C:10]=2[C:9]([C@@H:19]([OH:53])[CH2:20][NH:21][CH2:22][CH2:23][C:24]2[CH:25]=[C:26]([CH2:31][N:32]3[CH2:52][CH2:51][C:35]4([O:40][CH2:39][CH2:38][N:37]([C:41]([C:43]5[N:44]=[C:45]([CH:48]([CH3:50])[CH3:49])[S:46][CH:47]=5)=[O:42])[CH2:36]4)[CH2:34][CH2:33]3)[CH:27]=[CH:28][C:29]=2[F:30])=[CH:8][CH:7]=1)(C)(C)C.Cl.[OH-].[Na+], predict the reaction product. The product is: [F:30][C:29]1[CH:28]=[CH:27][C:26]([CH2:31][N:32]2[CH2:52][CH2:51][C:35]3([O:40][CH2:39][CH2:38][N:37]([C:41]([C:43]4[N:44]=[C:45]([CH:48]([CH3:49])[CH3:50])[S:46][CH:47]=4)=[O:42])[CH2:36]3)[CH2:34][CH2:33]2)=[CH:25][C:24]=1[CH2:23][CH2:22][NH:21][CH2:20][C@@H:19]([C:9]1[C:10]2[S:14][C:13](=[O:15])[NH:12][C:11]=2[C:6]([OH:5])=[CH:7][CH:8]=1)[OH:53].[CH3:36][CH:35]1[CH2:51][CH2:52][CH2:39][O:40]1. (6) Given the reactants Cl[C:2]1[N:7]=[C:6]([NH:8][C@@H:9]2[CH2:13][CH2:12][CH2:11][C@H:10]2[NH:14][S:15]([CH3:18])(=[O:17])=[O:16])[C:5]([Cl:19])=[CH:4][N:3]=1.[CH3:20][O:21][CH2:22][CH2:23][N:24]1[CH2:30][CH2:29][C:28]2[CH:31]=[C:32]([NH2:35])[CH:33]=[CH:34][C:27]=2[CH2:26][CH2:25]1.C12(CS(O)(=O)=O)C(C)(C)C(CC1)CC2=O, predict the reaction product. The product is: [Cl:19][C:5]1[C:6]([NH:8][C@@H:9]2[CH2:13][CH2:12][CH2:11][C@H:10]2[NH:14][S:15]([CH3:18])(=[O:17])=[O:16])=[N:7][C:2]([NH:35][C:32]2[CH:33]=[CH:34][C:27]3[CH2:26][CH2:25][N:24]([CH2:23][CH2:22][O:21][CH3:20])[CH2:30][CH2:29][C:28]=3[CH:31]=2)=[N:3][CH:4]=1.